Predict which catalyst facilitates the given reaction. From a dataset of Catalyst prediction with 721,799 reactions and 888 catalyst types from USPTO. Reactant: C(#N)C.[ClH:4].[NH2:5][C:6]1[C:11]([C:12]2[CH:17]=[CH:16][C:15]([NH:18][C:19]([C:21]3[C:26](=[O:27])[C:25]([C:28]4[CH:33]=[CH:32][C:31]([F:34])=[CH:30][CH:29]=4)=[CH:24][N:23]([CH2:35][C:36]([F:39])([F:38])[F:37])[CH:22]=3)=[O:20])=[CH:14][CH:13]=2)=[CH:10][C:9]([C:40]2[CH:45]=[CH:44][C:43]([O:46][CH3:47])=[C:42]([O:48][CH3:49])[CH:41]=2)=[CH:8][N:7]=1. Product: [OH2:20].[ClH:4].[NH2:5][C:6]1[C:11]([C:12]2[CH:13]=[CH:14][C:15]([NH:18][C:19]([C:21]3[C:26](=[O:27])[C:25]([C:28]4[CH:29]=[CH:30][C:31]([F:34])=[CH:32][CH:33]=4)=[CH:24][N:23]([CH2:35][C:36]([F:37])([F:38])[F:39])[CH:22]=3)=[O:20])=[CH:16][CH:17]=2)=[CH:10][C:9]([C:40]2[CH:45]=[CH:44][C:43]([O:46][CH3:47])=[C:42]([O:48][CH3:49])[CH:41]=2)=[CH:8][N:7]=1. The catalyst class is: 6.